Task: Regression/Classification. Given a drug SMILES string, predict its absorption, distribution, metabolism, or excretion properties. Task type varies by dataset: regression for continuous measurements (e.g., permeability, clearance, half-life) or binary classification for categorical outcomes (e.g., BBB penetration, CYP inhibition). For this dataset (solubility_aqsoldb), we predict Y.. Dataset: Aqueous solubility values for 9,982 compounds from the AqSolDB database (1) The compound is O=C(O)CC(O)(CC(=O)O)C(=O)O.O=C(O)CC(O)(CC(=O)O)C(=O)O.[Mg].[Mg].[Mg]. The Y is -1.55 log mol/L. (2) The molecule is COc1cc(C(=O)[O-])c([N+](=O)[O-])cc1OC. The Y is -0.754 log mol/L. (3) The drug is CCCCCCCCCCCC(=O)O[C@@H](C)CS(=O)(=O)[O-].CCCCCCCCCCCC(=O)O[C@H](C)CS(=O)(=O)[O-].[Na+].[Na+]. The Y is -2.62 log mol/L. (4) The molecule is O=C(OCC(=O)N1CCC1)c1ccccc1. The Y is -1.61 log mol/L. (5) The compound is Clc1ccc(N=Nc2ccccc2)cc1. The Y is -5.70 log mol/L. (6) The compound is c1cc2ccc3cccc4ccc(c1)c2c34. The Y is -6.18 log mol/L. (7) The Y is -2.70 log mol/L. The drug is N#Cc1ccc2c(c1)C(=O)OC2. (8) The Y is -1.96 log mol/L. The drug is COC(=O)N(C)C(=O)CSP(C)(=S)OC. (9) The compound is CC12CCC(CC1=O)C2(C)C(=O)O. The Y is -1.78 log mol/L.